This data is from HIV replication inhibition screening data with 41,000+ compounds from the AIDS Antiviral Screen. The task is: Binary Classification. Given a drug SMILES string, predict its activity (active/inactive) in a high-throughput screening assay against a specified biological target. (1) The molecule is CCOP(=O)(OCC)C(C#N)=Cc1cccc(C)c1. The result is 0 (inactive). (2) The compound is O=C1CCC2(c3ccc(Cl)cc3)Nc3cc(Cl)ccc3N12. The result is 0 (inactive). (3) The drug is c1ccc(CSC2(SCc3ccccc3)CCCCC2)cc1. The result is 0 (inactive). (4) The drug is CC(=NNC(=O)c1ccncc1)c1cccc(F)c1. The result is 0 (inactive). (5) The drug is Cc1cc(O)nc(NN2C(Cl)C(=O)C2c2cccc(O)c2)n1. The result is 0 (inactive). (6) The drug is CC(=O)NNC=NC(C#N)=C(N)C#N. The result is 0 (inactive). (7) The molecule is CC(=O)OCC1OC(n2cc(I)c(=O)[nH]c2=O)C(OC(C)=O)C(OC(C)=O)C1OC(C)=O. The result is 0 (inactive).